Dataset: Peptide-MHC class II binding affinity with 134,281 pairs from IEDB. Task: Regression. Given a peptide amino acid sequence and an MHC pseudo amino acid sequence, predict their binding affinity value. This is MHC class II binding data. (1) The MHC is DRB3_0101 with pseudo-sequence DRB3_0101. The binding affinity (normalized) is 0.404. The peptide sequence is NFKADRVIDPRRCLK. (2) The peptide sequence is YTTEGGTKTEAEDVI. The MHC is HLA-DQA10101-DQB10501 with pseudo-sequence HLA-DQA10101-DQB10501. The binding affinity (normalized) is 0. (3) The peptide sequence is EKKYNAATQFEPLAA. The MHC is HLA-DQA10501-DQB10201 with pseudo-sequence HLA-DQA10501-DQB10201. The binding affinity (normalized) is 0.301. (4) The peptide sequence is VKAWWTDLLAKPSVQ. The MHC is DRB1_0701 with pseudo-sequence DRB1_0701. The binding affinity (normalized) is 0.149. (5) The peptide sequence is EKKYFAATQFEPFAA. The MHC is HLA-DPA10201-DPB10501 with pseudo-sequence HLA-DPA10201-DPB10501. The binding affinity (normalized) is 0.894. (6) The peptide sequence is ILFSYFQDLVITLPF. The MHC is HLA-DPA10201-DPB10501 with pseudo-sequence HLA-DPA10201-DPB10501. The binding affinity (normalized) is 0.238.